Dataset: Catalyst prediction with 721,799 reactions and 888 catalyst types from USPTO. Task: Predict which catalyst facilitates the given reaction. (1) Reactant: C(OC(=O)[NH:7][C@H:8]1[CH2:13][C@@H:12]([C:14]2[CH:19]=[CH:18][CH:17]=[CH:16][CH:15]=2)[C@@H:11]([CH3:20])[N:10]([CH2:21][CH:22]([CH3:24])[CH3:23])[C:9]1=[O:25])(C)(C)C. Product: [NH2:7][C@H:8]1[CH2:13][C@@H:12]([C:14]2[CH:15]=[CH:16][CH:17]=[CH:18][CH:19]=2)[C@@H:11]([CH3:20])[N:10]([CH2:21][CH:22]([CH3:24])[CH3:23])[C:9]1=[O:25]. The catalyst class is: 13. (2) Product: [Cl:24][C:19]1[CH:20]=[CH:21][CH:22]=[CH:23][C:18]=1[N:9]1[C:10]([C:11]2[CH:16]=[CH:15][C:14]([Cl:17])=[CH:13][CH:12]=2)=[C:6]2[C:7]([C:2]([OH:25])=[N:3][CH:4]=[CH:5]2)=[N:8]1. Reactant: Cl[C:2]1[C:7]2=[N:8][N:9]([C:18]3[CH:23]=[CH:22][CH:21]=[CH:20][C:19]=3[Cl:24])[C:10]([C:11]3[CH:16]=[CH:15][C:14]([Cl:17])=[CH:13][CH:12]=3)=[C:6]2[CH:5]=[CH:4][N:3]=1.[OH-:25].[Na+]. The catalyst class is: 295.